Dataset: Reaction yield outcomes from USPTO patents with 853,638 reactions. Task: Predict the reaction yield, written as a fraction of the theoretical maximum amount of product (1.0 means a 100% yield; for example, 0.34 means a 34% yield). (1) The reactants are [Br:1][C:2]1[CH:7]=[CH:6][C:5]([O:8][CH3:9])=[C:4]([N+:10]([O-])=O)[CH:3]=1.C(N(CC)CC)C. The catalyst is [Ni].C(O)C. The product is [Br:1][C:2]1[CH:7]=[CH:6][C:5]([O:8][CH3:9])=[C:4]([CH:3]=1)[NH2:10]. The yield is 1.04. (2) The reactants are [C:1]([C:3]1[CH:8]=[CH:7][C:6]([O:9][CH3:10])=[CH:5][C:4]=1[CH2:11][C:12]([OH:14])=O)#[N:2].O=S(Cl)[Cl:17]. The catalyst is ClCCl. The product is [Cl:17][C:1]1[C:3]2[C:4](=[CH:5][C:6]([O:9][CH3:10])=[CH:7][CH:8]=2)[CH:11]=[C:12]([OH:14])[N:2]=1. The yield is 0.700. (3) The reactants are [N:1]([CH2:4][CH:5]1[CH2:9][C:8]2[CH:10]=[C:11]([CH:20]([CH3:22])[CH3:21])[CH:12]=[C:13]([C:14]3[CH:19]=[CH:18][CH:17]=[CH:16][CH:15]=3)[C:7]=2[O:6]1)=[N+]=[N-].C1(P(C2C=CC=CC=2)C2C=CC=CC=2)C=CC=CC=1. No catalyst specified. The product is [CH:20]([C:11]1[CH:12]=[C:13]([C:14]2[CH:15]=[CH:16][CH:17]=[CH:18][CH:19]=2)[C:7]2[O:6][CH:5]([CH2:4][NH2:1])[CH2:9][C:8]=2[CH:10]=1)([CH3:22])[CH3:21]. The yield is 0.480.